This data is from Forward reaction prediction with 1.9M reactions from USPTO patents (1976-2016). The task is: Predict the product of the given reaction. Given the reactants [C:1]1([C:7]2[N:12]=[C:11]([NH:13][C:14]3[CH:19]=[CH:18][N:17]=[C:16]([NH:20][CH2:21][CH2:22][C:23]4[CH:28]=[CH:27][CH:26]=[CH:25][N:24]=4)[N:15]=3)[C:10]([C:29]([O:31]CC)=O)=[CH:9][N:8]=2)[CH:6]=[CH:5][CH:4]=[CH:3][CH:2]=1.[CH3:34][NH2:35], predict the reaction product. The product is: [CH3:34][NH:35][C:29]([C:10]1[C:11]([NH:13][C:14]2[CH:19]=[CH:18][N:17]=[C:16]([NH:20][CH2:21][CH2:22][C:23]3[CH:28]=[CH:27][CH:26]=[CH:25][N:24]=3)[N:15]=2)=[N:12][C:7]([C:1]2[CH:2]=[CH:3][CH:4]=[CH:5][CH:6]=2)=[N:8][CH:9]=1)=[O:31].